Dataset: Reaction yield outcomes from USPTO patents with 853,638 reactions. Task: Predict the reaction yield, written as a fraction of the theoretical maximum amount of product (1.0 means a 100% yield; for example, 0.34 means a 34% yield). (1) The reactants are [C:1]1([CH:7]([CH2:10][OH:11])[C:8]#[N:9])[CH:6]=[CH:5][CH:4]=[CH:3][CH:2]=1.[C:12](OC(=O)C)(=[O:14])[CH3:13].S(=O)(=O)(O)O. The catalyst is C(#N)C. The product is [C:12]([O:11][CH2:10][CH:7]([C:1]1[CH:6]=[CH:5][CH:4]=[CH:3][CH:2]=1)[C:8]#[N:9])(=[O:14])[CH3:13]. The yield is 0.980. (2) The reactants are [Li+].[B-](CC)(CC)CC.[CH3:9][O:10][C:11]1[C:12]([O:71][CH2:72][CH2:73][CH2:74][O:75][C:76]2[C:112]([O:113][CH3:114])=[CH:111][C:79]3[C:80](=[O:110])[N:81]4[CH:96]=[C:95]([C:97]5[CH:102]=[CH:101][C:100]([N:103]6[CH2:108][CH2:107][N:106]([CH3:109])[CH2:105][CH2:104]6)=[CH:99][CH:98]=5)[CH2:94][C@H:82]4[C:83](=O)[N:84](COCC[Si](C)(C)C)[C:78]=3[CH:77]=2)=[CH:13][C:14]2[N:20](COCC[Si](C)(C)C)[C:19](=O)[C@@H:18]3[CH2:30][C:31]([C:33]4[CH:38]=[CH:37][C:36]([NH:39][C:40](=[O:68])[C@@H:41]([NH:43][C:44](=[O:67])[C@@H:45]([NH:49][C:50](=[O:66])[O:51][CH2:52][CH:53]5[C:65]6[CH:64]=[CH:63][CH:62]=[CH:61][C:60]=6[C:59]6[C:54]5=[CH:55][CH:56]=[CH:57][CH:58]=6)[CH:46]([CH3:48])[CH3:47])[CH3:42])=[CH:35][CH:34]=4)=[CH:32][N:17]3[C:16](=[O:69])[C:15]=2[CH:70]=1. The catalyst is C1COCC1. The product is [CH3:9][O:10][C:11]1[C:12]([O:71][CH2:72][CH2:73][CH2:74][O:75][C:76]2[C:112]([O:113][CH3:114])=[CH:111][C:79]3[C:80](=[O:110])[N:81]4[CH:96]=[C:95]([C:97]5[CH:98]=[CH:99][C:100]([N:103]6[CH2:108][CH2:107][N:106]([CH3:109])[CH2:105][CH2:104]6)=[CH:101][CH:102]=5)[CH2:94][C@H:82]4[CH:83]=[N:84][C:78]=3[CH:77]=2)=[CH:13][C:14]2[N:20]=[CH:19][C@@H:18]3[CH2:30][C:31]([C:33]4[CH:34]=[CH:35][C:36]([NH:39][C:40](=[O:68])[C@@H:41]([NH:43][C:44](=[O:67])[C@@H:45]([NH:49][C:50](=[O:66])[O:51][CH2:52][CH:53]5[C:54]6[CH:55]=[CH:56][CH:57]=[CH:58][C:59]=6[C:60]6[C:65]5=[CH:64][CH:63]=[CH:62][CH:61]=6)[CH:46]([CH3:47])[CH3:48])[CH3:42])=[CH:37][CH:38]=4)=[CH:32][N:17]3[C:16](=[O:69])[C:15]=2[CH:70]=1. The yield is 0.630. (3) The reactants are [NH2:1][C:2]1[CH:35]=[CH:34][C:5]([C:6]([NH:8][C@@H:9]2[CH2:14][C@H:13]([NH:15][C:16]3[N:21]=[C:20]([C:22]4[C:30]5[C:25](=[CH:26][CH:27]=[CH:28][CH:29]=5)[NH:24][CH:23]=4)[C:19]([Cl:31])=[CH:18][N:17]=3)[CH2:12][C:11]([F:33])([F:32])[CH2:10]2)=[O:7])=[CH:4][CH:3]=1.C[CH2:37][N:38]([CH:42]([CH3:44])C)[CH:39](C)C.BrC/C=[CH:48]/[C:49](Cl)=[O:50].C(Cl)Cl.CNC.C1COCC1. The catalyst is CN1C(=O)CCC1.C1COCC1. The product is [Cl:31][C:19]1[C:20]([C:22]2[C:30]3[C:25](=[CH:26][CH:27]=[CH:28][CH:29]=3)[NH:24][CH:23]=2)=[N:21][C:16]([NH:15][C@H:13]2[CH2:14][C@@H:9]([NH:8][C:6](=[O:7])[C:5]3[CH:34]=[CH:35][C:2]([NH:1][C:49](=[O:50])/[CH:48]=[CH:44]/[CH2:42][N:38]([CH3:37])[CH3:39])=[CH:3][CH:4]=3)[CH2:10][C:11]([F:33])([F:32])[CH2:12]2)=[N:17][CH:18]=1. The yield is 0.530. (4) The reactants are Br[C:2]1[CH:3]=[C:4]([O:9][CH2:10][C:11]2[CH:16]=[CH:15][C:14]([O:17][CH3:18])=[CH:13][CH:12]=2)[CH:5]=[C:6]([Br:8])[CH:7]=1.[NH2:19][C:20]1[CH:21]=[N:22][CH:23]=[CH:24][CH:25]=1.C([O-])(C)(C)C.[Na+].CCOC(C)=O. The catalyst is C1(C)C=CC=CC=1.[Cl-].[Na+].O.C1C=CC(/C=C/C(/C=C/C2C=CC=CC=2)=O)=CC=1.C1C=CC(/C=C/C(/C=C/C2C=CC=CC=2)=O)=CC=1.C1C=CC(/C=C/C(/C=C/C2C=CC=CC=2)=O)=CC=1.C(Cl)(Cl)Cl.[Pd].[Pd].CCOC(C)=O.CCCCCCC. The product is [CH3:18][O:17][C:14]1[CH:15]=[CH:16][C:11]([CH2:10][O:9][C:4]2[CH:3]=[C:2]([NH:19][C:20]3[CH:21]=[N:22][CH:23]=[CH:24][CH:25]=3)[CH:7]=[C:6]([Br:8])[CH:5]=2)=[CH:12][CH:13]=1. The yield is 0.750. (5) The reactants are N1CCCCC1.[ClH:7].[CH2:8]([C:11]1([N:21]2[CH2:26][CH2:25][CH2:24][CH2:23][CH2:22]2)[CH2:16][C:15]([CH3:18])([CH3:17])[CH2:14][C:13]([CH3:20])([CH3:19])[CH2:12]1)[CH:9]=[CH2:10].BrCC#C. No catalyst specified. The product is [ClH:7].[CH3:17][C:15]1([CH3:18])[CH2:14][C:13]([CH3:19])([CH3:20])[CH2:12][C:11]([N:21]2[CH2:26][CH2:25][CH2:24][CH2:23][CH2:22]2)([CH2:8][C:9]#[CH:10])[CH2:16]1. The yield is 0.0600. (6) The reactants are [Cl:1][C:2]1[CH:7]=[CH:6][C:5]([C:8]2([CH3:19])[C:13](=[O:14])[CH2:12][CH2:11][CH:10]([C:15](OC)=[O:16])[CH2:9]2)=[CH:4][C:3]=1[C:20]([F:23])([F:22])[F:21].[BH4-].[Na+]. The catalyst is C(O)C. The product is [Cl:1][C:2]1[CH:7]=[CH:6][C:5]([C:8]2([CH3:19])[CH2:9][CH:10]([CH2:15][OH:16])[CH2:11][CH2:12][CH:13]2[OH:14])=[CH:4][C:3]=1[C:20]([F:21])([F:22])[F:23]. The yield is 0.780. (7) The reactants are [OH-].[Na+].[CH3:3][CH:4]1[N:10]2[C:11]3[CH:12]=[C:13]([C:18]([O:20]CC)=[O:19])[CH:14]=[CH:15][C:16]=3[CH:17]=[C:9]2[C:8](=[O:23])[NH:7][CH2:6][CH2:5]1.Cl. The catalyst is C(O)C. The product is [CH3:3][CH:4]1[N:10]2[C:11]3[CH:12]=[C:13]([C:18]([OH:20])=[O:19])[CH:14]=[CH:15][C:16]=3[CH:17]=[C:9]2[C:8](=[O:23])[NH:7][CH2:6][CH2:5]1. The yield is 0.920.